This data is from Reaction yield outcomes from USPTO patents with 853,638 reactions. The task is: Predict the reaction yield, written as a fraction of the theoretical maximum amount of product (1.0 means a 100% yield; for example, 0.34 means a 34% yield). The reactants are Br[C:2]1[CH:3]=[C:4]2[C:8](=[CH:9][CH:10]=1)[NH:7][N:6]=[C:5]2[C:11]#[N:12].C([O-])(=O)C.[K+].[B:18]1([B:18]2[O:22][C:21]([CH3:24])([CH3:23])[C:20]([CH3:26])([CH3:25])[O:19]2)[O:22][C:21]([CH3:24])([CH3:23])[C:20]([CH3:26])([CH3:25])[O:19]1. The catalyst is C1C=CC(P(C2C=CC=CC=2)[C-]2C=CC=C2)=CC=1.C1C=CC(P(C2C=CC=CC=2)[C-]2C=CC=C2)=CC=1.Cl[Pd]Cl.[Fe+2].O1CCOCC1. The product is [CH3:25][C:20]1([CH3:26])[C:21]([CH3:24])([CH3:23])[O:22][B:18]([C:2]2[CH:3]=[C:4]3[C:8](=[CH:9][CH:10]=2)[NH:7][N:6]=[C:5]3[C:11]#[N:12])[O:19]1. The yield is 0.208.